Task: Predict the reaction yield, written as a fraction of the theoretical maximum amount of product (1.0 means a 100% yield; for example, 0.34 means a 34% yield).. Dataset: Reaction yield outcomes from USPTO patents with 853,638 reactions (1) The reactants are [Br:1][CH2:2][CH2:3]Br.[OH-].[Na+].[Br:7][C:8]1[CH:13]=[CH:12][CH:11]=[C:10]([Br:14])[C:9]=1[OH:15].C(OCC)(=O)C. The catalyst is O. The product is [Br:7][C:8]1[CH:13]=[CH:12][CH:11]=[C:10]([Br:14])[C:9]=1[O:15][CH2:3][CH2:2][Br:1]. The yield is 0.570. (2) The reactants are [C:1]1([C:36]2[CH:41]=[CH:40][CH:39]=[CH:38][CH:37]=2)[CH:6]=[CH:5][CH:4]=[CH:3][C:2]=1[C:7]1(O)[C:20]2[CH:19]=[C:18]([Br:21])[CH:17]=[CH:16][C:15]=2[C:14]([C:23]2[CH:28]=[CH:27][CH:26]=[CH:25][C:24]=2[C:29]2[CH:34]=[CH:33][CH:32]=[CH:31][CH:30]=2)(O)[C:13]2[C:8]1=[CH:9][CH:10]=[CH:11][CH:12]=2.[I-].[K+].O.[PH2](=O)[O-].[Na+].[PH2](=O)O. The catalyst is C(O)(=O)C. The product is [C:1]1([C:36]2[CH:37]=[CH:38][CH:39]=[CH:40][CH:41]=2)[CH:6]=[CH:5][CH:4]=[CH:3][C:2]=1[C:7]1[C:8]2[C:13]([C:14]([C:23]3[CH:28]=[CH:27][CH:26]=[CH:25][C:24]=3[C:29]3[CH:30]=[CH:31][CH:32]=[CH:33][CH:34]=3)=[C:15]3[C:20]=1[CH:19]=[C:18]([Br:21])[CH:17]=[CH:16]3)=[CH:12][CH:11]=[CH:10][CH:9]=2. The yield is 0.660. (3) The reactants are [CH3:1][C:2]1([NH:17][C:18](=[O:24])[O:19][C:20]([CH3:23])([CH3:22])[CH3:21])[CH2:7][CH2:6][N:5]([C:8]2[C:9]([N+:14]([O-])=O)=[N:10][CH:11]=[CH:12][CH:13]=2)[CH2:4][CH2:3]1. The catalyst is C(O)C.[Pd]. The product is [NH2:14][C:9]1[C:8]([N:5]2[CH2:6][CH2:7][C:2]([NH:17][C:18](=[O:24])[O:19][C:20]([CH3:23])([CH3:22])[CH3:21])([CH3:1])[CH2:3][CH2:4]2)=[CH:13][CH:12]=[CH:11][N:10]=1. The yield is 1.00.